Dataset: Forward reaction prediction with 1.9M reactions from USPTO patents (1976-2016). Task: Predict the product of the given reaction. (1) The product is: [O:27]1[C:31]2[CH:32]=[CH:33][CH:34]=[CH:35][C:30]=2[CH:29]=[C:28]1[C:36]([NH:1][C:2]1[CH:7]=[CH:6][C:5]([C:8]2[CH:9]=[CH:10][C:11]([S:14]([N:17]([CH3:26])[C@@H:18]([C:22]([O:24][CH3:25])=[O:23])[CH:19]([CH3:21])[CH3:20])(=[O:16])=[O:15])=[CH:12][CH:13]=2)=[CH:4][CH:3]=1)=[O:37]. Given the reactants [NH2:1][C:2]1[CH:7]=[CH:6][C:5]([C:8]2[CH:13]=[CH:12][C:11]([S:14]([N:17]([CH3:26])[C@@H:18]([C:22]([O:24][CH3:25])=[O:23])[CH:19]([CH3:21])[CH3:20])(=[O:16])=[O:15])=[CH:10][CH:9]=2)=[CH:4][CH:3]=1.[O:27]1[C:31]2[CH:32]=[CH:33][CH:34]=[CH:35][C:30]=2[CH:29]=[C:28]1[C:36](Cl)=[O:37].C(N(CC)C(C)C)(C)C, predict the reaction product. (2) Given the reactants [Cl:1][C:2]1[N:7]=[C:6]([CH2:8]O)[CH:5]=[N:4][C:3]=1[C:10]1[CH:15]=[C:14]([O:16][CH3:17])[CH:13]=[CH:12][C:11]=1[F:18].S(Cl)([Cl:21])=O, predict the reaction product. The product is: [Cl:1][C:2]1[C:3]([C:10]2[CH:15]=[C:14]([O:16][CH3:17])[CH:13]=[CH:12][C:11]=2[F:18])=[N:4][CH:5]=[C:6]([CH2:8][Cl:21])[N:7]=1. (3) Given the reactants CS(O)(=O)=O.[NH2:6][CH2:7][C:8]1[CH:9]=[C:10]2[C:14](=[CH:15][CH:16]=1)[C:13](=[O:17])[N:12]([CH:18]1[CH2:23][CH2:22][C:21](=[O:24])[NH:20][C:19]1=[O:25])[CH2:11]2.C1N=CN([C:31]([N:33]2C=N[CH:35]=[CH:34]2)=[O:32])C=1.[Si:38]([O:45][C:46]1[CH:52]=CC(N)=[CH:48][C:47]=1[CH3:53])([C:41]([CH3:44])([CH3:43])[CH3:42])([CH3:40])[CH3:39], predict the reaction product. The product is: [Si:38]([O:45][C:46]1[CH:52]=[CH:35][C:34]([NH:33][C:31]([NH:6][CH2:7][C:8]2[CH:9]=[C:10]3[C:14](=[CH:15][CH:16]=2)[C:13](=[O:17])[N:12]([CH:18]2[CH2:23][CH2:22][C:21](=[O:24])[NH:20][C:19]2=[O:25])[CH2:11]3)=[O:32])=[CH:48][C:47]=1[CH3:53])([C:41]([CH3:42])([CH3:43])[CH3:44])([CH3:40])[CH3:39]. (4) Given the reactants [C:1]([Si:5]([CH3:13])([CH3:12])[O:6][CH2:7][CH2:8][CH:9]=[N:10][OH:11])([CH3:4])([CH3:3])[CH3:2].[CH2:14]([O:16][C:17](=[O:20])[C:18]#[CH:19])[CH3:15].[O-]Cl.[Na+], predict the reaction product. The product is: [CH2:14]([O:16][C:17]([C:18]1[O:11][N:10]=[C:9]([CH2:8][CH2:7][O:6][Si:5]([C:1]([CH3:4])([CH3:3])[CH3:2])([CH3:12])[CH3:13])[CH:19]=1)=[O:20])[CH3:15]. (5) Given the reactants C([Li])CCC.[CH3:6][C:7]([C:10]1[CH:11]=[C:12]([S:16]([N:19]2[C:27]3[C:22](=[CH:23][C:24]([C:28]([F:31])([F:30])[F:29])=[CH:25][CH:26]=3)[C:21]([CH3:32])=[CH:20]2)(=[O:18])=[O:17])[CH:13]=[CH:14][CH:15]=1)([CH3:9])[CH3:8].[CH3:33][O:34][C:35]([C:37]1[S:38][C:39]([CH:42]=[O:43])=[CH:40][CH:41]=1)=[O:36], predict the reaction product. The product is: [CH3:33][O:34][C:35]([C:37]1[S:38][C:39]([CH:42]([C:20]2[N:19]([S:16]([C:12]3[CH:13]=[CH:14][CH:15]=[C:10]([C:7]([CH3:6])([CH3:8])[CH3:9])[CH:11]=3)(=[O:17])=[O:18])[C:27]3[C:22]([C:21]=2[CH3:32])=[CH:23][C:24]([C:28]([F:29])([F:30])[F:31])=[CH:25][CH:26]=3)[OH:43])=[CH:40][CH:41]=1)=[O:36]. (6) Given the reactants FC(F)(F)C(O)=O.[Cl:8][C:9]1[CH:10]=[C:11]([NH:16][C:17]2[C:26]3[C:21](=[CH:22][C:23]([OH:29])=[C:24]([O:27][CH3:28])[CH:25]=3)[N:20]=[CH:19][N:18]=2)[CH:12]=[CH:13][C:14]=1[Cl:15].CS(O[CH:35]1[CH2:49][C@@H:38]2[CH2:39][N:40]([C:42]([O:44][C:45]([CH3:48])([CH3:47])[CH3:46])=[O:43])[CH2:41][C@@H:37]2[CH2:36]1)(=O)=O.C(=O)([O-])[O-].[K+].[K+], predict the reaction product. The product is: [Cl:8][C:9]1[CH:10]=[C:11]([NH:16][C:17]2[C:26]3[C:21](=[CH:22][C:23]([O:29][CH:35]4[CH2:49][C@@H:38]5[CH2:39][N:40]([C:42]([O:44][C:45]([CH3:47])([CH3:46])[CH3:48])=[O:43])[CH2:41][C@@H:37]5[CH2:36]4)=[C:24]([O:27][CH3:28])[CH:25]=3)[N:20]=[CH:19][N:18]=2)[CH:12]=[CH:13][C:14]=1[Cl:15].